From a dataset of Catalyst prediction with 721,799 reactions and 888 catalyst types from USPTO. Predict which catalyst facilitates the given reaction. (1) Reactant: [CH3:1][O:2][C:3]1[CH:4]=[C:5]([CH:8]=[CH:9][C:10]=1[O:11][CH3:12])[CH:6]=[O:7].[Br:13]Br.O. Product: [Br:13][C:8]1[C:5]([CH:6]=[O:7])=[CH:4][C:3]([O:2][CH3:1])=[C:10]([O:11][CH3:12])[CH:9]=1. The catalyst class is: 5. (2) Reactant: O.[NH2:2][NH2:3].F[C:5]1[CH:12]=[CH:11][C:10]([N:13]2[CH2:17][CH2:16][N:15]([C:18]3[CH:19]=[N:20][CH:21]=[CH:22][C:23]=3[CH3:24])[C:14]2=[O:25])=[CH:9][C:6]=1[C:7]#[N:8].CO. Product: [NH2:8][C:7]1[C:6]2[C:5](=[CH:12][CH:11]=[C:10]([N:13]3[CH2:17][CH2:16][N:15]([C:18]4[CH:19]=[N:20][CH:21]=[CH:22][C:23]=4[CH3:24])[C:14]3=[O:25])[CH:9]=2)[NH:3][N:2]=1. The catalyst class is: 22. (3) Reactant: Br[C:2]1[CH:7]=[CH:6][N:5]=[CH:4][C:3]=1[O:8][CH2:9][CH:10]1[CH2:12][CH2:11]1.[B:13]1([B:13]2[O:17][C:16]([CH3:19])([CH3:18])[C:15]([CH3:21])([CH3:20])[O:14]2)[O:17][C:16]([CH3:19])([CH3:18])[C:15]([CH3:21])([CH3:20])[O:14]1.C([O-])(=O)C.[K+]. Product: [CH:10]1([CH2:9][O:8][C:3]2[CH:4]=[N:5][CH:6]=[CH:7][C:2]=2[B:13]2[O:17][C:16]([CH3:19])([CH3:18])[C:15]([CH3:21])([CH3:20])[O:14]2)[CH2:12][CH2:11]1. The catalyst class is: 439. (4) Reactant: Cl[C:2]1[C:11]2[C:6](=[CH:7][CH:8]=[C:9]([F:12])[CH:10]=2)[N:5]=[CH:4][CH:3]=1.[NH:13]1[CH2:18][CH2:17][CH:16]([CH2:19][C:20]([O:22][CH3:23])=[O:21])[CH2:15][CH2:14]1.CCN(C(C)C)C(C)C. Product: [F:12][C:9]1[CH:10]=[C:11]2[C:6](=[CH:7][CH:8]=1)[N:5]=[CH:4][CH:3]=[C:2]2[N:13]1[CH2:18][CH2:17][CH:16]([CH2:19][C:20]([O:22][CH3:23])=[O:21])[CH2:15][CH2:14]1. The catalyst class is: 37. (5) Reactant: [F:1][C:2]([F:28])([F:27])[CH2:3][C:4]([NH:6][NH:7][C:8]1[CH:13]=[C:12]([N:14]2[CH2:19][CH2:18][CH:17]([C:20]3[CH:25]=[CH:24][C:23]([F:26])=[CH:22][CH:21]=3)[CH2:16][CH2:15]2)[N:11]=[CH:10][N:9]=1)=[O:5].C1C(=O)N([Cl:36])C(=O)C1. Product: [Cl:36][C:13]1[C:8]([NH:7][NH:6][C:4](=[O:5])[CH2:3][C:2]([F:27])([F:1])[F:28])=[N:9][CH:10]=[N:11][C:12]=1[N:14]1[CH2:19][CH2:18][CH:17]([C:20]2[CH:21]=[CH:22][C:23]([F:26])=[CH:24][CH:25]=2)[CH2:16][CH2:15]1. The catalyst class is: 375. (6) Reactant: Cl[C:2]1[N:7]=[C:6]([NH2:8])[C:5]([CH3:9])=[CH:4][N:3]=1.[N:10]1([CH2:15][CH2:16][O:17][C:18]2[CH:23]=[CH:22][C:21]([NH2:24])=[CH:20][CH:19]=2)[CH2:14][CH2:13][CH2:12][CH2:11]1. Product: [CH3:9][C:5]1[C:6]([NH2:8])=[N:7][C:2]([NH:24][C:21]2[CH:22]=[CH:23][C:18]([O:17][CH2:16][CH2:15][N:10]3[CH2:14][CH2:13][CH2:12][CH2:11]3)=[CH:19][CH:20]=2)=[N:3][CH:4]=1. The catalyst class is: 15. (7) Reactant: [F:1][C:2]1[CH:3]=[C:4]2[C:8](=[C:9]([CH2:11][O:12][C:13]3[CH:18]=[CH:17][C:16]([CH2:19][CH2:20][C:21]([OH:23])=[O:22])=[C:15]([CH3:24])[C:14]=3[CH3:25])[CH:10]=1)[NH:7][C:6]([CH3:27])([CH3:26])[CH2:5]2.[H-].[Na+].[CH3:30]I. Product: [F:1][C:2]1[CH:3]=[C:4]2[C:8](=[C:9]([CH2:11][O:12][C:13]3[CH:18]=[CH:17][C:16]([CH2:19][CH2:20][C:21]([OH:23])=[O:22])=[C:15]([CH3:24])[C:14]=3[CH3:25])[CH:10]=1)[N:7]([CH3:30])[C:6]([CH3:27])([CH3:26])[CH2:5]2. The catalyst class is: 3.